This data is from Forward reaction prediction with 1.9M reactions from USPTO patents (1976-2016). The task is: Predict the product of the given reaction. (1) Given the reactants C([O:3][C:4](=[O:34])[CH2:5][CH2:6][C:7]1[CH:12]=[CH:11][C:10]([O:13][C:14]2[CH:19]=[C:18]([CH3:20])[CH:17]=[C:16]([O:21][C:22]3[CH:27]=[CH:26][C:25]([C:28]([F:31])([F:30])[F:29])=[CH:24][C:23]=3Br)[CH:15]=2)=[CH:9][C:8]=1[CH3:33])C.[N:35]1[CH:40]=[CH:39][C:38](B(O)O)=[CH:37][CH:36]=1, predict the reaction product. The product is: [CH3:33][C:8]1[CH:9]=[C:10]([O:13][C:14]2[CH:15]=[C:16]([O:21][C:22]3[CH:27]=[CH:26][C:25]([C:28]([F:29])([F:30])[F:31])=[CH:24][C:23]=3[C:38]3[CH:39]=[CH:40][N:35]=[CH:36][CH:37]=3)[CH:17]=[C:18]([CH3:20])[CH:19]=2)[CH:11]=[CH:12][C:7]=1[CH2:6][CH2:5][C:4]([OH:3])=[O:34]. (2) Given the reactants [F:1][C:2]1[CH:3]=[CH:4][CH:5]=[C:6]2[C:10]=1[NH:9][N:8]=[C:7]2[C:11]1[CH:16]=[CH:15][C:14]([O:17][CH3:18])=[CH:13][CH:12]=1.[H-].[Na+].[CH:21]1(Br)[CH2:25][CH2:24][CH2:23][CH2:22]1, predict the reaction product. The product is: [CH:21]1([N:8]2[C:7]([C:11]3[CH:16]=[CH:15][C:14]([O:17][CH3:18])=[CH:13][CH:12]=3)=[C:6]3[C:10]([C:2]([F:1])=[CH:3][CH:4]=[CH:5]3)=[N:9]2)[CH2:25][CH2:24][CH2:23][CH2:22]1.